This data is from Full USPTO retrosynthesis dataset with 1.9M reactions from patents (1976-2016). The task is: Predict the reactants needed to synthesize the given product. (1) Given the product [CH3:19][C:17]([Si:20]([CH3:30])([CH3:29])[O:21][CH2:22][CH:23]1[NH:24][CH2:25][CH2:26][N:27]([CH2:2][CH2:1][C:3]2[C:4]([F:15])=[CH:5][N:6]=[C:7]3[C:12]=2[N:11]=[C:10]([O:13][CH3:14])[CH:9]=[CH:8]3)[CH2:28]1)([CH3:16])[CH3:18], predict the reactants needed to synthesize it. The reactants are: [CH:1]([C:3]1[C:4]([F:15])=[CH:5][N:6]=[C:7]2[C:12]=1[N:11]=[C:10]([O:13][CH3:14])[CH:9]=[CH:8]2)=[CH2:2].[CH3:16][C:17]([Si:20]([CH3:30])([CH3:29])[O:21][CH2:22][CH:23]1[CH2:28][NH:27][CH2:26][CH2:25][NH:24]1)([CH3:19])[CH3:18]. (2) Given the product [C:76]([OH:83])(=[O:82])/[CH:77]=[CH:78]/[C:79]([OH:81])=[O:80].[CH3:16][C:10]1[CH:11]=[C:12]([CH3:15])[CH:13]=[CH:14][C:9]=1[S:8][C:3]1[CH:4]=[CH:5][CH:6]=[CH:7][C:2]=1[N:24]1[CH2:29][CH2:28][NH:27][CH2:26][CH2:25]1, predict the reactants needed to synthesize it. The reactants are: Br[C:2]1[CH:7]=[CH:6][CH:5]=[CH:4][C:3]=1[S:8][C:9]1[CH:14]=[CH:13][C:12]([CH3:15])=[CH:11][C:10]=1[CH3:16].C([N:24]1[CH2:29][CH2:28][NH:27][CH2:26][CH2:25]1)(OC(C)(C)C)=O.C1C=CC(P(C2C(C3C(P(C4C=CC=CC=4)C4C=CC=CC=4)=CC=C4C=3C=CC=C4)=C3C(C=CC=C3)=CC=2)C2C=CC=CC=2)=CC=1.[C:76]([OH:83])(=[O:82])/[CH:77]=[CH:78]/[C:79]([OH:81])=[O:80]. (3) Given the product [O:2]1[C:1]([C:3]2[CH:8]=[CH:7][CH:6]=[CH:5][C:4]=2[C:9]2[C:10](=[O:27])[N:11]([C:21]3[CH:26]=[CH:25][CH:24]=[CH:23][CH:22]=3)[CH:12]=[C:13]([C:15]3[CH:20]=[CH:19][CH:18]=[CH:17][N:16]=3)[CH:14]=2)=[CH:40][N:39]=[CH:38]1, predict the reactants needed to synthesize it. The reactants are: [CH:1]([C:3]1[CH:8]=[CH:7][CH:6]=[CH:5][C:4]=1[C:9]1[C:10](=[O:27])[N:11]([C:21]2[CH:26]=[CH:25][CH:24]=[CH:23][CH:22]=2)[CH:12]=[C:13]([C:15]2[CH:20]=[CH:19][CH:18]=[CH:17][N:16]=2)[CH:14]=1)=[O:2].S([CH2:38][N+:39]#[C-:40])(C1C=CC(C)=CC=1)(=O)=O.C(=O)([O-])[O-].[K+].[K+].O. (4) Given the product [CH2:13]([CH:15]([CH2:19][CH2:20][CH2:21][CH3:22])[C:16]([O-:18])=[O:17])[CH3:14].[Zn+2:27].[CH2:60]([CH:59]([CH2:58][CH2:57][CH2:56][CH3:55])[C:64]([O-:66])=[O:65])[CH3:61], predict the reactants needed to synthesize it. The reactants are: C(O)(=O)CCCCCC(C)(C)C.[CH2:13]([CH:15]([CH2:19][CH2:20][CH2:21][CH3:22])[C:16]([OH:18])=[O:17])[CH3:14].C[O-].[Na+].[Cl-].[Zn+2:27].[Cl-].C([O-])(=O)CCCCCC(C)(C)C.[Zn+2].C([O-])(=O)CCCCCC(C)(C)C.C1C=C2[C:57]([CH:58]=[C:59]([C:64]([O-:66])=[O:65])[CH:60]=[CH:61]2)=[CH:56][CH:55]=1.C1C=C2[C:57]([CH:58]=[C:59]([C:64]([O-:66])=[O:65])[CH:60]=[CH:61]2)=[CH:56][CH:55]=1.[Zn+2]. (5) Given the product [F:1][C:2]([F:13])([F:12])[C@H:3]1[CH2:8][CH2:7][C@H:6]([C:9]([Cl:16])=[O:10])[CH2:5][CH2:4]1, predict the reactants needed to synthesize it. The reactants are: [F:1][C:2]([F:13])([F:12])[C@H:3]1[CH2:8][CH2:7][C@H:6]([C:9](O)=[O:10])[CH2:5][CH2:4]1.S(Cl)([Cl:16])=O.CN(C=O)C. (6) Given the product [C:20]([O:19][C:17]([C@@:12]1([NH:11][C:10]([CH:9]2[C:5]([C:3]([OH:4])=[O:2])=[CH:6][CH:7]([O:25][C:26]3[C:35]4[C:30](=[CH:31][C:32]([O:36][CH3:37])=[CH:33][CH:34]=4)[N:29]=[C:28]([C:38]4[CH:39]=[CH:40][CH:41]=[CH:42][CH:43]=4)[CH:27]=3)[CH2:8]2)=[O:24])[CH2:14][C@H:13]1[CH:15]=[CH2:16])=[O:18])([CH3:21])([CH3:22])[CH3:23], predict the reactants needed to synthesize it. The reactants are: C[O:2][C:3]([C:5]1[CH:9]([C:10](=[O:24])[NH:11][C@:12]2([C:17]([O:19][C:20]([CH3:23])([CH3:22])[CH3:21])=[O:18])[CH2:14][C@H:13]2[CH:15]=[CH2:16])[CH2:8][CH:7]([O:25][C:26]2[C:35]3[C:30](=[CH:31][C:32]([O:36][CH3:37])=[CH:33][CH:34]=3)[N:29]=[C:28]([C:38]3[CH:43]=[CH:42][CH:41]=[CH:40][CH:39]=3)[CH:27]=2)[CH:6]=1)=[O:4].C(OC([C@@H](NC(C1C(C(O)=O)=CC(OC2C3C(=CC(OC)=CC=3)N=C(C3C=CC=CC=3)C=2)C1)=O)CCC)=O)(C)(C)C. (7) Given the product [NH2:33][C:27]1[C:28]([NH:32][C:4](=[O:5])[CH2:3][CH:2]([CH3:7])[CH3:1])=[C:29]([NH2:31])[N:30]=[C:25]([N:18]2[C:19]3[C:24](=[CH:23][CH:22]=[CH:21][CH:20]=3)[C:16]([S:15][C:10]3[CH:11]=[CH:12][CH:13]=[CH:14][C:9]=3[F:8])=[N:17]2)[N:26]=1, predict the reactants needed to synthesize it. The reactants are: [CH3:1][CH:2]([CH3:7])[CH2:3][C:4](Cl)=[O:5].[F:8][C:9]1[CH:14]=[CH:13][CH:12]=[CH:11][C:10]=1[S:15][C:16]1[C:24]2[C:19](=[CH:20][CH:21]=[CH:22][CH:23]=2)[N:18]([C:25]2[N:30]=[C:29]([NH2:31])[C:28]([NH2:32])=[C:27]([NH2:33])[N:26]=2)[N:17]=1. (8) Given the product [CH3:7][C:3]1[C:2]([CH:8]=[O:10])=[N:1][CH:6]=[CH:5][CH:4]=1, predict the reactants needed to synthesize it. The reactants are: [N:1]1[CH:6]=[CH:5][CH:4]=[C:3]([CH3:7])[C:2]=1[CH3:8].[Se](=O)=[O:10]. (9) Given the product [CH3:17][S:18]([O:7][CH2:6][CH2:5][S:2]([CH3:1])(=[O:4])=[O:3])(=[O:20])=[O:19], predict the reactants needed to synthesize it. The reactants are: [CH3:1][S:2]([CH2:5][CH2:6][OH:7])(=[O:4])=[O:3].C(N(C(C)C)CC)(C)C.[CH3:17][S:18](Cl)(=[O:20])=[O:19]. (10) Given the product [F:1][C:2]1[CH:3]=[C:4]([C:8]2[C:17]3[C:12](=[CH:13][CH:14]=[C:15]([O:18][CH3:19])[CH:16]=3)[N:11]([CH2:32][C:33]3[N:37]([CH3:38])[N:36]=[CH:35][N:34]=3)[C:10](=[O:20])[C:9]=2[C:21]#[N:22])[CH:5]=[CH:6][CH:7]=1, predict the reactants needed to synthesize it. The reactants are: [F:1][C:2]1[CH:3]=[C:4]([C:8]2[C:17]3[C:12](=[CH:13][CH:14]=[C:15]([O:18][CH3:19])[CH:16]=3)[NH:11][C:10](=[O:20])[C:9]=2[C:21]#[N:22])[CH:5]=[CH:6][CH:7]=1.[H-].[Na+].[Br-].[Li+].CS(O[CH2:32][C:33]1[N:37]([CH3:38])[N:36]=[CH:35][N:34]=1)(=O)=O.